This data is from Catalyst prediction with 721,799 reactions and 888 catalyst types from USPTO. The task is: Predict which catalyst facilitates the given reaction. (1) Reactant: [N+:1]([C:4]1[CH:19]=[CH:18][C:7]([CH2:8][N:9]2[C:17]3[C:12](=[CH:13][CH:14]=[CH:15][CH:16]=3)[CH:11]=[N:10]2)=[CH:6][CH:5]=1)([O-])=O.C(O)C. Product: [N:9]1([CH2:8][C:7]2[CH:18]=[CH:19][C:4]([NH2:1])=[CH:5][CH:6]=2)[C:17]2[C:12](=[CH:13][CH:14]=[CH:15][CH:16]=2)[CH:11]=[N:10]1. The catalyst class is: 481. (2) Reactant: [Br:1][C:2]1[CH:9]=[CH:8][C:5]([CH:6]=O)=[C:4]([F:10])[CH:3]=1.[NH:11]1[CH2:15][CH2:14][C@@H:13]([OH:16])[CH2:12]1.C(O[BH-](OC(=O)C)OC(=O)C)(=O)C.[Na+]. Product: [Br:1][C:2]1[CH:9]=[CH:8][C:5]([CH2:6][N:11]2[CH2:15][CH2:14][C@@H:13]([OH:16])[CH2:12]2)=[C:4]([F:10])[CH:3]=1. The catalyst class is: 26. (3) Reactant: [O:1]=[C:2]1[CH2:10][C:9]2[C:4](=[CH:5][CH:6]=[C:7]([NH:11][C:12]([CH2:14][O:15]C(=O)C)=[O:13])[CH:8]=2)[NH:3]1.[OH-].[Na+].Cl. Product: [OH:15][CH2:14][C:12]([NH:11][C:7]1[CH:8]=[C:9]2[C:4](=[CH:5][CH:6]=1)[NH:3][C:2](=[O:1])[CH2:10]2)=[O:13]. The catalyst class is: 5. (4) Reactant: [CH2:1]([O:3][C:4](=[O:13])[CH2:5][C:6]1[CH:7]=[N+:8]([O-:12])[CH:9]=[CH:10][CH:11]=1)[CH3:2].[I:14][CH2:15][CH3:16].CO. Product: [CH2:15]([I:14])[CH3:16].[CH2:1]([O:3][C:4](=[O:13])[CH2:5][C:6]1[CH:7]=[N+:8]([O-:12])[CH:9]=[CH:10][CH:11]=1)[CH3:2]. The catalyst class is: 22. (5) Reactant: [CH3:1][C:2]1[CH:3]=[C:4]([CH:9]=[CH:10][C:11]=1[O:12][CH2:13][C:14]([F:17])([F:16])[F:15])[C:5]([O:7]C)=[O:6].[OH-].[Na+]. The catalyst class is: 24. Product: [CH3:1][C:2]1[CH:3]=[C:4]([CH:9]=[CH:10][C:11]=1[O:12][CH2:13][C:14]([F:15])([F:16])[F:17])[C:5]([OH:7])=[O:6].